Task: Predict the reaction yield, written as a fraction of the theoretical maximum amount of product (1.0 means a 100% yield; for example, 0.34 means a 34% yield).. Dataset: Reaction yield outcomes from USPTO patents with 853,638 reactions (1) The reactants are [O:1]=[C:2]1[C:11]2[C:6](=[CH:7][CH:8]=[CH:9][CH:10]=2)[NH:5][CH:4]=[C:3]1[C:12]([NH:14][C:15]1[CH:23]=[C:22]2[C:18]([CH:19]=[CH:20][NH:21]2)=[CH:17][C:16]=1[C:24](O)=[O:25])=[O:13].CN(C(ON1N=NC2C=CC=NC1=2)=[N+](C)C)C.F[P-](F)(F)(F)(F)F.CCN(C(C)C)C(C)C.[CH2:60]([NH2:64])[CH:61]([CH3:63])[CH3:62]. The yield is 0.660. The catalyst is CN(C=O)C. The product is [CH2:60]([NH:64][C:24]([C:16]1[CH:17]=[C:18]2[C:22](=[CH:23][C:15]=1[NH:14][C:12]([C:3]1[C:2](=[O:1])[C:11]3[C:6](=[CH:7][CH:8]=[CH:9][CH:10]=3)[NH:5][CH:4]=1)=[O:13])[NH:21][CH:20]=[CH:19]2)=[O:25])[CH:61]([CH3:63])[CH3:62]. (2) The reactants are [CH2:1]([O:3][C:4](=[O:23])[CH2:5][N:6]1[C:14]2[C:9](=[CH:10][C:11]([O:15][Si](C(C)(C)C)(C)C)=[CH:12][CH:13]=2)[CH:8]=[CH:7]1)[CH3:2].O.[F-].C([N+](CCCC)(CCCC)CCCC)CCC. The catalyst is C1COCC1.C(OCC)C. The product is [CH2:1]([O:3][C:4](=[O:23])[CH2:5][N:6]1[C:14]2[C:9](=[CH:10][C:11]([OH:15])=[CH:12][CH:13]=2)[CH:8]=[CH:7]1)[CH3:2]. The yield is 0.830. (3) The reactants are [Br:1][C:2]1[CH:3]=[C:4]2[C:8](=[CH:9][CH:10]=1)[NH:7][C:6](=[O:11])[CH2:5]2.[N:12]1([CH2:17][CH2:18][NH:19][C:20]([C:22]2[C:26]([C:27]3[CH:32]=[CH:31][CH:30]=[CH:29][CH:28]=3)=[C:25]([CH:33]=O)[NH:24][C:23]=2[CH3:35])=[O:21])[CH2:16][CH2:15][CH2:14][CH2:13]1. No catalyst specified. The product is [N:12]1([CH2:17][CH2:18][NH:19][C:20]([C:22]2[C:26]([C:27]3[CH:28]=[CH:29][CH:30]=[CH:31][CH:32]=3)=[C:25]([CH:33]=[C:5]3[C:4]4[C:8](=[CH:9][CH:10]=[C:2]([Br:1])[CH:3]=4)[NH:7][C:6]3=[O:11])[NH:24][C:23]=2[CH3:35])=[O:21])[CH2:13][CH2:14][CH2:15][CH2:16]1. The yield is 0.270.